Dataset: Catalyst prediction with 721,799 reactions and 888 catalyst types from USPTO. Task: Predict which catalyst facilitates the given reaction. (1) Reactant: [NH2:1][C@@H:2]1[C@H:6]2[O:7][CH2:8][C@H:9]([NH:10][C:11](=[O:21])[CH2:12][CH2:13][CH2:14][CH:15]3[CH2:20][CH2:19][CH2:18][CH2:17][CH2:16]3)[C@H:5]2[O:4][CH2:3]1.[CH:22]1([C:25](O)=[O:26])[CH2:24][CH2:23]1.ON1C2C=CC=CC=2N=N1.Cl.C(N=C=NCCCN(C)C)C. Product: [CH:15]1([CH2:14][CH2:13][CH2:12][C:11]([NH:10][C@@H:9]2[C@H:5]3[O:4][CH2:3][C@H:2]([NH:1][C:25]([CH:22]4[CH2:24][CH2:23]4)=[O:26])[C@H:6]3[O:7][CH2:8]2)=[O:21])[CH2:20][CH2:19][CH2:18][CH2:17][CH2:16]1. The catalyst class is: 58. (2) Reactant: [C:1]1([C:7]2[CH:8]=[CH:9][CH:10]=[C:11]3[C:16]=2[CH:15]=[C:14]([NH2:17])[CH:13]=[CH:12]3)[CH:6]=[CH:5][CH:4]=[CH:3][CH:2]=1.Cl[C:19]1[N:28]=[CH:27][C:26]([CH:29]2[CH2:31][CH2:30]2)=[CH:25][C:20]=1[C:21]([O:23][CH3:24])=[O:22].C(=O)([O-])[O-].[Cs+].[Cs+]. Product: [CH:29]1([C:26]2[CH:27]=[N:28][C:19]([NH:17][C:14]3[CH:13]=[CH:12][C:11]4[C:16](=[C:7]([C:1]5[CH:2]=[CH:3][CH:4]=[CH:5][CH:6]=5)[CH:8]=[CH:9][CH:10]=4)[CH:15]=3)=[C:20]([CH:25]=2)[C:21]([O:23][CH3:24])=[O:22])[CH2:30][CH2:31]1. The catalyst class is: 187. (3) Reactant: [CH3:1][O:2][C:3](=[O:16])[CH2:4][C:5]1[C:9]2[C:10]([CH3:15])=[CH:11][C:12]([OH:14])=[CH:13][C:8]=2[S:7][CH:6]=1.CN(C=O)C.Cl[CH2:23][C:24]1[N:28]([CH3:29])[N:27]=[C:26]([CH3:30])[CH:25]=1.C([O-])([O-])=O.[K+].[K+]. Product: [CH3:1][O:2][C:3](=[O:16])[CH2:4][C:5]1[C:9]2[C:10]([CH3:15])=[CH:11][C:12]([O:14][CH2:23][C:24]3[N:28]([CH3:29])[N:27]=[C:26]([CH3:30])[CH:25]=3)=[CH:13][C:8]=2[S:7][CH:6]=1. The catalyst class is: 6. (4) Reactant: O.[NH2:2][NH2:3].[CH2:4]([O:11][CH2:12][C:13](Cl)=[O:14])[C:5]1[CH:10]=[CH:9][CH:8]=[CH:7][CH:6]=1. Product: [CH2:4]([O:11][CH2:12][C:13]([NH:2][NH2:3])=[O:14])[C:5]1[CH:10]=[CH:9][CH:8]=[CH:7][CH:6]=1. The catalyst class is: 353. (5) Reactant: [N+:1]([C:4]1[CH:25]=[CH:24][CH:23]=[CH:22][C:5]=1[CH2:6][NH:7][CH2:8][CH:9]1[CH2:14][CH2:13][N:12]([C:15]([O:17][C:18]([CH3:21])([CH3:20])[CH3:19])=[O:16])[CH2:11][CH2:10]1)([O-])=O. Product: [NH2:1][C:4]1[CH:25]=[CH:24][CH:23]=[CH:22][C:5]=1[CH2:6][NH:7][CH2:8][CH:9]1[CH2:10][CH2:11][N:12]([C:15]([O:17][C:18]([CH3:20])([CH3:21])[CH3:19])=[O:16])[CH2:13][CH2:14]1. The catalyst class is: 129. (6) Reactant: O=[C:2]1[CH2:7][CH2:6][CH:5]([C:8]([O:10][CH2:11][CH3:12])=[O:9])[CH2:4][CH2:3]1.[CH3:13][C@@H:14]1[NH:19][CH2:18][CH2:17][N:16]([C:20]([O:22][C:23]([CH3:26])([CH3:25])[CH3:24])=[O:21])[CH2:15]1.C(O)(=O)C.C(O[BH-](OC(=O)C)OC(=O)C)(=O)C.[Na+].[OH-].[Na+]. Product: [CH2:11]([O:10][C:8]([CH:5]1[CH2:6][CH2:7][CH:2]([N:19]2[CH2:18][CH2:17][N:16]([C:20]([O:22][C:23]([CH3:26])([CH3:25])[CH3:24])=[O:21])[CH2:15][C@@H:14]2[CH3:13])[CH2:3][CH2:4]1)=[O:9])[CH3:12]. The catalyst class is: 34. (7) Reactant: [C:1]([C:3]1([C:6]2[CH:7]=[C:8]([CH:13]=[CH:14][CH:15]=2)[C:9]([O:11]C)=[O:10])[CH2:5][CH2:4]1)#[N:2].CO.O. Product: [C:1]([C:3]1([C:6]2[CH:7]=[C:8]([CH:13]=[CH:14][CH:15]=2)[C:9]([OH:11])=[O:10])[CH2:4][CH2:5]1)#[N:2]. The catalyst class is: 7. (8) Reactant: BrC1CCOCC1.[OH-].[Na+].[CH:10]1[CH:15]=[C:14]([Cl:16])[CH:13]=[C:12]([C:17]([O:19]O)=[O:18])[CH:11]=1. Product: [Cl:16][C:14]1[CH:13]=[C:12]([CH:11]=[CH:10][CH:15]=1)[C:17]([OH:19])=[O:18]. The catalyst class is: 6.